The task is: Predict the product of the given reaction.. This data is from Forward reaction prediction with 1.9M reactions from USPTO patents (1976-2016). (1) Given the reactants [Cl:1][C:2]1[CH:3]=[C:4]([S:9]([NH:12][C:13]2[CH:21]=[CH:20][C:16]([C:17]([OH:19])=[O:18])=[C:15]([OH:22])[CH:14]=2)(=[O:11])=[O:10])[CH:5]=[C:6]([Cl:8])[CH:7]=1.[CH3:23][O:24][CH2:25][CH2:26]O, predict the reaction product. The product is: [Cl:8][C:6]1[CH:5]=[C:4]([S:9]([NH:12][C:13]2[CH:21]=[CH:20][C:16]([C:17]([O:19][CH2:26][CH2:25][O:24][CH3:23])=[O:18])=[C:15]([OH:22])[CH:14]=2)(=[O:10])=[O:11])[CH:3]=[C:2]([Cl:1])[CH:7]=1. (2) Given the reactants [C:1]([C:3]1[CH:8]=[CH:7][N:6]=[CH:5][CH:4]=1)#[N:2].C[O-].[Na+].[NH2:12][C:13]1[CH:21]=[N:20][CH:19]=[CH:18][C:14]=1[C:15]([OH:17])=O, predict the reaction product. The product is: [N:6]1[CH:7]=[CH:8][C:3]([C:1]2[N:2]=[C:15]([OH:17])[C:14]3[CH:18]=[CH:19][N:20]=[CH:21][C:13]=3[N:12]=2)=[CH:4][CH:5]=1. (3) Given the reactants O.ON1C2C=CC=CC=2N=N1.CCN=C=NCCCN(C)C.Cl.C(N(CC)CC)C.[NH2:31][C@H:32]1[CH2:37][CH2:36][N:35]([C:38]([O:40][C:41]([CH3:44])([CH3:43])[CH3:42])=[O:39])[CH2:34][C@H:33]1[F:45].[Cl:46][C:47]1[N:48]=[C:49]([C:54](O)=[O:55])[NH:50][C:51]=1[CH2:52][CH3:53], predict the reaction product. The product is: [Cl:46][C:47]1[N:48]=[C:49]([C:54]([NH:31][C@H:32]2[CH2:37][CH2:36][N:35]([C:38]([O:40][C:41]([CH3:42])([CH3:44])[CH3:43])=[O:39])[CH2:34][C@H:33]2[F:45])=[O:55])[NH:50][C:51]=1[CH2:52][CH3:53]. (4) Given the reactants [Br:1][C:2]1[CH:3]=[CH:4][C:5]2[S:10][C:9]([CH3:12])([CH3:11])[C:8](=[O:13])[NH:7][C:6]=2[CH:14]=1.[H-].[Na+].[CH3:17][Si:18]([CH2:21][CH2:22][O:23][CH2:24]Cl)([CH3:20])[CH3:19], predict the reaction product. The product is: [Br:1][C:2]1[CH:3]=[CH:4][C:5]2[S:10][C:9]([CH3:11])([CH3:12])[C:8](=[O:13])[N:7]([CH2:24][O:23][CH2:22][CH2:21][Si:18]([CH3:20])([CH3:19])[CH3:17])[C:6]=2[CH:14]=1. (5) Given the reactants [N:1]1([C:6]2[NH:10][N:9]=[C:8]([NH2:11])[N:7]=2)[CH2:5][CH2:4][CH2:3][CH2:2]1.[Br:12][CH:13]([CH:16]=O)[CH:14]=O, predict the reaction product. The product is: [Br:12][C:13]1[CH:14]=[N:11][C:8]2[N:9]([N:10]=[C:6]([N:1]3[CH2:2][CH2:3][CH2:4][CH2:5]3)[N:7]=2)[CH:16]=1. (6) Given the reactants F[C:2]1[C:10]2[CH:9]=[C:8]([C:11]([O:13][CH3:14])=[O:12])[S:7][C:6]=2[CH:5]=[CH:4][C:3]=1[N+:15]([O-:17])=[O:16].[NH:18]1[CH2:23][CH2:22][O:21][CH2:20][CH2:19]1.C([O-])([O-])=O.[K+].[K+], predict the reaction product. The product is: [O:21]1[CH2:22][CH2:23][N:18]([C:2]2[C:10]3[CH:9]=[C:8]([C:11]([O:13][CH3:14])=[O:12])[S:7][C:6]=3[CH:5]=[CH:4][C:3]=2[N+:15]([O-:17])=[O:16])[CH2:19][CH2:20]1.